From a dataset of Full USPTO retrosynthesis dataset with 1.9M reactions from patents (1976-2016). Predict the reactants needed to synthesize the given product. (1) Given the product [Cl:44][C:20]1[CH:19]=[N+:18]([O-:45])[CH:17]=[C:16]([Cl:15])[C:21]=1[CH2:22][C@@H:23]([C:29]1[CH:34]=[CH:33][C:32]([O:35][CH:36]([F:38])[F:37])=[C:31]([O:39][CH2:40][CH:41]2[CH2:43][CH2:42]2)[CH:30]=1)[O:24][C:25](=[O:28])[CH2:26][O:13][C:12]([C:9]1[CH:8]=[N:7][C:6]([NH:5][S:2]([CH3:1])(=[O:3])=[O:4])=[N:11][CH:10]=1)=[O:14], predict the reactants needed to synthesize it. The reactants are: [CH3:1][S:2]([NH:5][C:6]1[N:11]=[CH:10][C:9]([C:12]([OH:14])=[O:13])=[CH:8][N:7]=1)(=[O:4])=[O:3].[Cl:15][C:16]1[CH:17]=[N+:18]([O-:45])[CH:19]=[C:20]([Cl:44])[C:21]=1[CH2:22][C@@H:23]([C:29]1[CH:34]=[CH:33][C:32]([O:35][CH:36]([F:38])[F:37])=[C:31]([O:39][CH2:40][CH:41]2[CH2:43][CH2:42]2)[CH:30]=1)[O:24][C:25](=[O:28])[CH2:26]O.C(Cl)CCl. (2) Given the product [O:13]1[C:8]2[CH:9]=[CH:10][CH:11]=[CH:12][C:7]=2[N:6]=[C:4]1[CH2:3][C:1]#[N:2], predict the reactants needed to synthesize it. The reactants are: [C:1]([CH2:3][C:4]([NH:6][C:7]1[CH:12]=[CH:11][CH:10]=[CH:9][C:8]=1[OH:13])=O)#[N:2].CC1C=CC(S(O)(=O)=O)=CC=1. (3) Given the product [Br:1][C:2]1[CH:3]=[C:4]([CH:8]([C:13]2[CH:18]=[CH:17][CH:16]=[C:15]([Cl:19])[CH:14]=2)[O:9][CH2:10][CH2:11][NH2:12])[CH:5]=[CH:6][CH:7]=1, predict the reactants needed to synthesize it. The reactants are: [Br:1][C:2]1[CH:3]=[C:4]([CH:8]([C:13]2[CH:18]=[CH:17][CH:16]=[C:15]([Cl:19])[CH:14]=2)[O:9][CH2:10][C:11]#[N:12])[CH:5]=[CH:6][CH:7]=1.S(C)C.CO. (4) Given the product [CH2:12]([O:19][C:20]1[CH:25]=[CH:24][C:23]([C:2]2[N:7]=[C:6]([C:8]([OH:10])=[O:9])[CH:5]=[CH:4][C:3]=2[F:11])=[C:22]([F:29])[CH:21]=1)[C:13]1[CH:14]=[CH:15][CH:16]=[CH:17][CH:18]=1, predict the reactants needed to synthesize it. The reactants are: Br[C:2]1[N:7]=[C:6]([C:8]([OH:10])=[O:9])[CH:5]=[CH:4][C:3]=1[F:11].[CH2:12]([O:19][C:20]1[CH:25]=[CH:24][C:23](B(O)O)=[C:22]([F:29])[CH:21]=1)[C:13]1[CH:18]=[CH:17][CH:16]=[CH:15][CH:14]=1. (5) Given the product [CH2:3]([O:9][CH2:11][C:12]([O:14][C:15]([CH3:18])([CH3:17])[CH3:16])=[O:13])[CH2:4][CH2:5][CH2:6][CH:7]=[CH2:8], predict the reactants needed to synthesize it. The reactants are: [OH-].[Na+].[CH2:3]([OH:9])[CH2:4][CH2:5][CH2:6][CH:7]=[CH2:8].Br[CH2:11][C:12]([O:14][C:15]([CH3:18])([CH3:17])[CH3:16])=[O:13]. (6) Given the product [CH2:1]([C:5]1[CH:10]=[CH:9][C:8]([C:11]2[O:15][N:14]=[C:13]([C:16]3[CH:21]=[CH:20][C:19]([C@H:22]([NH:24][C@@H:25]4[CH2:28][C@H:27]([C:29]([OH:31])=[O:30])[CH2:26]4)[CH3:23])=[CH:18][CH:17]=3)[N:12]=2)=[CH:7][CH:6]=1)[CH:2]([CH3:4])[CH3:3], predict the reactants needed to synthesize it. The reactants are: [CH2:1]([C:5]1[CH:10]=[CH:9][C:8]([C:11]2[O:15][N:14]=[C:13]([C:16]3[CH:21]=[CH:20][C:19]([C@H:22]([NH:24][C@@H:25]4[CH2:28][C@H:27]([C:29]([O:31]CC)=[O:30])[CH2:26]4)[CH3:23])=[CH:18][CH:17]=3)[N:12]=2)=[CH:7][CH:6]=1)[CH:2]([CH3:4])[CH3:3].O.[OH-].[K+].Cl. (7) The reactants are: N(C(OC(C)C)=O)=NC(OC(C)C)=O.[NH:15]1[C:20]2[CH:21]=[CH:22][CH:23]=[CH:24][C:19]=2[C:18](=[O:25])[O:17][C:16]1=[O:26].[CH3:27][CH:28]([CH3:32])[CH2:29][CH2:30]O.C1(P(C2C=CC=CC=2)C2C=CC=CC=2)C=CC=CC=1. Given the product [CH3:27][CH:28]([CH3:32])[CH2:29][CH2:30][N:15]1[C:20]2[CH:21]=[CH:22][CH:23]=[CH:24][C:19]=2[C:18](=[O:25])[O:17][C:16]1=[O:26], predict the reactants needed to synthesize it. (8) The reactants are: O=C[C@@H]([C@H]([C@@H]([C@@H](CO)O)O)O)O.[P:13]([O-:17])([O-:16])([O-:15])=[O:14].[Na+:18].[Na+].[Na+].Cl.[CH3:22][NH:23][CH:24]([CH3:33])[C:25]([C:27]1[CH:32]=[CH:31][CH:30]=[CH:29][CH:28]=1)=[O:26]. Given the product [P:13]([O-:17])([O-:16])([O-:15])=[O:14].[Na+:18].[Na+:18].[Na+:18].[CH3:33][C@H:24]([NH:23][CH3:22])[C@@H:25]([OH:26])[C:27]1[CH:32]=[CH:31][CH:30]=[CH:29][CH:28]=1, predict the reactants needed to synthesize it.